This data is from NCI-60 drug combinations with 297,098 pairs across 59 cell lines. The task is: Regression. Given two drug SMILES strings and cell line genomic features, predict the synergy score measuring deviation from expected non-interaction effect. (1) Drug 1: CCCS(=O)(=O)NC1=C(C(=C(C=C1)F)C(=O)C2=CNC3=C2C=C(C=N3)C4=CC=C(C=C4)Cl)F. Drug 2: C1CNP(=O)(OC1)N(CCCl)CCCl. Cell line: HOP-92. Synergy scores: CSS=-9.05, Synergy_ZIP=2.71, Synergy_Bliss=-1.29, Synergy_Loewe=-9.62, Synergy_HSA=-7.84. (2) Drug 1: CC1=C(C=C(C=C1)NC2=NC=CC(=N2)N(C)C3=CC4=NN(C(=C4C=C3)C)C)S(=O)(=O)N.Cl. Drug 2: CN1C2=C(C=C(C=C2)N(CCCl)CCCl)N=C1CCCC(=O)O.Cl. Cell line: SK-MEL-2. Synergy scores: CSS=-1.78, Synergy_ZIP=1.50, Synergy_Bliss=-0.0806, Synergy_Loewe=-4.48, Synergy_HSA=-3.92. (3) Drug 1: CCC1(CC2CC(C3=C(CCN(C2)C1)C4=CC=CC=C4N3)(C5=C(C=C6C(=C5)C78CCN9C7C(C=CC9)(C(C(C8N6C=O)(C(=O)OC)O)OC(=O)C)CC)OC)C(=O)OC)O.OS(=O)(=O)O. Drug 2: C1CNP(=O)(OC1)N(CCCl)CCCl. Cell line: DU-145. Synergy scores: CSS=1.97, Synergy_ZIP=3.73, Synergy_Bliss=13.0, Synergy_Loewe=1.26, Synergy_HSA=4.73.